From a dataset of Reaction yield outcomes from USPTO patents with 853,638 reactions. Predict the reaction yield, written as a fraction of the theoretical maximum amount of product (1.0 means a 100% yield; for example, 0.34 means a 34% yield). (1) No catalyst specified. The yield is 0.750. The product is [C:19]([CH2:18][O:1][C:2]1[CH:15]=[CH:14][C:13]2[S:12][C:11]3[C:6](=[CH:7][CH:8]=[CH:9][CH:10]=3)[C:5](=[O:16])[C:4]=2[CH:3]=1)([OH:21])=[O:20]. The reactants are [OH:1][C:2]1[CH:15]=[CH:14][C:13]2[S:12][C:11]3[C:6](=[CH:7][CH:8]=[CH:9][CH:10]=3)[C:5](=[O:16])[C:4]=2[CH:3]=1.Br[CH2:18][C:19]([O:21]CC)=[O:20]. (2) The reactants are [OH:1][C:2]([C:5]1[CH:31]=[CH:30][C:8]([C:9]([NH:11][C:12]2[CH:17]=[C:16]([N:18]3[CH2:23][CH2:22][CH:21]([C:24](O)=[O:25])[CH2:20][CH2:19]3)[N:15]3[N:27]=[CH:28][CH:29]=[C:14]3[N:13]=2)=[O:10])=[CH:7][CH:6]=1)([CH3:4])[CH3:3].[CH:32]([NH2:35])([CH3:34])[CH3:33].CCN=C=NCCCN(C)C.C1C=CC2N(O)N=NC=2C=1. The catalyst is CN(C=O)C. The product is [OH:1][C:2]([C:5]1[CH:6]=[CH:7][C:8]([C:9]([NH:11][C:12]2[CH:17]=[C:16]([N:18]3[CH2:19][CH2:20][CH:21]([C:24]([NH:35][CH:32]([CH3:34])[CH3:33])=[O:25])[CH2:22][CH2:23]3)[N:15]3[N:27]=[CH:28][CH:29]=[C:14]3[N:13]=2)=[O:10])=[CH:30][CH:31]=1)([CH3:4])[CH3:3]. The yield is 0.0800. (3) The reactants are Cl.[NH:2]1[CH2:7][CH2:6][CH:5]([CH2:8][C:9]([O:11][CH2:12][CH3:13])=[O:10])[CH2:4][CH2:3]1.C([O-])([O-])=O.[K+].[K+].Br[C:21]1[CH:26]=[CH:25][CH:24]=[CH:23][N:22]=1. The catalyst is CN(C=O)C.O. The product is [N:22]1[CH:23]=[CH:24][CH:25]=[CH:26][C:21]=1[N:2]1[CH2:7][CH2:6][CH:5]([CH2:8][C:9]([O:11][CH2:12][CH3:13])=[O:10])[CH2:4][CH2:3]1. The yield is 0.199. (4) The reactants are [CH3:1][O:2][C:3](=[O:19])[CH2:4][C:5]1[CH:10]=[CH:9][C:8]([CH2:11][CH2:12][C:13]2[N:14]=[C:15]([NH2:18])[S:16][CH:17]=2)=[CH:7][CH:6]=1.C(N(CC)C(C)C)(C)C.[CH2:29]([S:31](Cl)(=[O:33])=[O:32])[CH3:30].O. The catalyst is C(Cl)(Cl)Cl. The product is [CH3:1][O:2][C:3](=[O:19])[CH2:4][C:5]1[CH:6]=[CH:7][C:8]([CH2:11][CH2:12][C:13]2[N:14]=[C:15]([NH:18][S:31]([CH2:29][CH3:30])(=[O:33])=[O:32])[S:16][CH:17]=2)=[CH:9][CH:10]=1. The yield is 0.660. (5) The reactants are [CH:1]([CH:4]1[CH2:9][CH2:8][CH2:7][CH:6]([CH:10]([CH3:14])[CH2:11][CH:12]=[O:13])[CH2:5]1)([CH3:3])[CH3:2].C=O.[C:17](O)(=O)CC.N1CCCC1. The catalyst is C(O)(C)C.CC(OC)(C)C. The product is [CH:1]([CH:4]1[CH2:9][CH2:8][CH2:7][CH:6]([CH:10]([CH3:14])[C:11](=[CH2:17])[CH:12]=[O:13])[CH2:5]1)([CH3:3])[CH3:2]. The yield is 0.780. (6) The reactants are [NH:1]1[CH2:6][CH2:5][O:4][CH2:3][CH2:2]1.[Cl:7][C:8]1[CH:13]=[CH:12][C:11](Br)=[CH:10][N:9]=1.CC(C)([O-])C.[Na+]. The catalyst is C1C=CC(/C=C/C(/C=C/C2C=CC=CC=2)=O)=CC=1.C1C=CC(/C=C/C(/C=C/C2C=CC=CC=2)=O)=CC=1.C1C=CC(/C=C/C(/C=C/C2C=CC=CC=2)=O)=CC=1.[Pd].[Pd].C1(P(C2C=CC=CC=2)C2C3OC4C(=CC=CC=4P(C4C=CC=CC=4)C4C=CC=CC=4)C(C)(C)C=3C=CC=2)C=CC=CC=1.C1(C)C=CC=CC=1. The product is [Cl:7][C:8]1[N:9]=[CH:10][C:11]([N:1]2[CH2:6][CH2:5][O:4][CH2:3][CH2:2]2)=[CH:12][CH:13]=1. The yield is 1.00.